From a dataset of Forward reaction prediction with 1.9M reactions from USPTO patents (1976-2016). Predict the product of the given reaction. Given the reactants [CH3:1][C:2]1[CH:7]=[CH:6][N:5]=[C:4]([C:8]2[CH:13]=[C:12]([CH3:14])[CH:11]=[CH:10][N:9]=2)[CH:3]=1.C([C:17]1[CH:26]=[CH:25][C:20]([C:21](OC)=O)=[CH:19][CH:18]=1)=O.[C:27]([O-])(=O)[CH3:28].[K+].II, predict the reaction product. The product is: [C:27]1([CH:28]=[CH:1][C:2]2[CH:7]=[CH:6][N:5]=[C:4]([C:8]3[CH:13]=[C:12]([CH:14]=[CH:21][C:20]4[CH:19]=[CH:18][CH:17]=[CH:26][CH:25]=4)[CH:11]=[CH:10][N:9]=3)[CH:3]=2)[CH:6]=[CH:7][CH:2]=[CH:3][CH:4]=1.